Task: Predict the reactants needed to synthesize the given product.. Dataset: Full USPTO retrosynthesis dataset with 1.9M reactions from patents (1976-2016) (1) Given the product [CH3:1][C:2]1[N:6]([C:7]2[CH:12]=[CH:11][CH:10]=[CH:9][CH:8]=2)[N:5]=[N:4][C:3]=1[N:13]1[CH2:18][CH2:17][NH:16][CH2:15][C:14]1=[O:26], predict the reactants needed to synthesize it. The reactants are: [CH3:1][C:2]1[N:6]([C:7]2[CH:12]=[CH:11][CH:10]=[CH:9][CH:8]=2)[N:5]=[N:4][C:3]=1[N:13]1[CH2:18][CH2:17][N:16](C(OC(C)(C)C)=O)[CH2:15][C:14]1=[O:26]. (2) Given the product [Cl:1][C:2]1[CH:3]=[CH:4][C:5]2[NH:9][C:8](=[O:10])[N:7]([CH2:11][CH2:12][CH2:13][N:14]3[CH2:44][CH2:43][C:17]4([N:21]([C:22]5[CH:27]=[CH:26][CH:25]=[CH:24][CH:23]=5)[CH2:20][N:19]([CH2:28][C:29]5[CH:30]=[C:31]([CH:39]=[CH:40][CH:41]=5)[C:32]([OH:34])=[O:33])[C:18]4=[O:42])[CH2:16][CH2:15]3)[C:6]=2[CH:45]=1, predict the reactants needed to synthesize it. The reactants are: [Cl:1][C:2]1[CH:3]=[CH:4][C:5]2[NH:9][C:8](=[O:10])[N:7]([CH2:11][CH2:12][CH2:13][N:14]3[CH2:44][CH2:43][C:17]4([N:21]([C:22]5[CH:27]=[CH:26][CH:25]=[CH:24][CH:23]=5)[CH2:20][N:19]([CH2:28][C:29]5[CH:30]=[C:31]([CH:39]=[CH:40][CH:41]=5)[C:32]([O:34]C(C)(C)C)=[O:33])[C:18]4=[O:42])[CH2:16][CH2:15]3)[C:6]=2[CH:45]=1. (3) Given the product [C:13]([O:17][C:18](=[O:21])[C:19](=[CH2:20])[CH:9]([OH:10])[C:8]1[CH:11]=[CH:12][C:5]([C:3]([O:2][CH3:1])=[O:4])=[CH:6][CH:7]=1)([CH3:16])([CH3:15])[CH3:14], predict the reactants needed to synthesize it. The reactants are: [CH3:1][O:2][C:3]([C:5]1[CH:12]=[CH:11][C:8]([CH:9]=[O:10])=[CH:7][CH:6]=1)=[O:4].[C:13]([O:17][C:18](=[O:21])[CH:19]=[CH2:20])([CH3:16])([CH3:15])[CH3:14].N12CCN(CC1)CC2. (4) Given the product [CH2:6]([C:9]1[C:10]([NH2:15])=[N:11][CH:12]=[C:13]([N+:18]([O-:20])=[O:19])[CH:14]=1)[CH2:7][CH3:8], predict the reactants needed to synthesize it. The reactants are: S(=O)(=O)(O)O.[CH2:6]([C:9]1[C:10]([NH2:15])=[N:11][CH:12]=[CH:13][CH:14]=1)[CH2:7][CH3:8].[OH-].[NH4+].[N+:18]([O-])([OH:20])=[O:19]. (5) Given the product [NH2:8][CH:9]1[CH2:13][CH2:12][N:11]([S:14]([C:17]2[C:18]3[C:19]([Br:28])=[CH:20][N:21]=[C:22]([NH2:36])[C:23]=3[CH:24]=[CH:25][CH:26]=2)(=[O:16])=[O:15])[CH2:10]1.[ClH:27], predict the reactants needed to synthesize it. The reactants are: C(OC([NH:8][CH:9]1[CH2:13][CH2:12][N:11]([S:14]([C:17]2[C:18]3[C:19]([Br:28])=[CH:20][N:21]=[C:22]([Cl:27])[C:23]=3[CH:24]=[CH:25][CH:26]=2)(=[O:16])=[O:15])[CH2:10]1)=O)(C)(C)C.C(OC([NH:36]C1CCN(S(C2C3C(Cl)=CN=C(N)C=3C=CC=2)(=O)=O)C1)=O)(C)(C)C. (6) Given the product [C:1]([O:5][C:6]([NH:8][C@H:9]([C:11]([NH:53][C@H:54]([C:59]([O:61][CH2:62][CH2:63][O:64][C:65]1[CH:66]=[CH:67][C:68]([C:71]2[C:76]([C:77]#[N:78])=[C:75]([N:79]3[CH2:83][CH2:82][CH2:81][CH2:80]3)[N:74]=[C:73]([S:84][CH2:85][C:86]3[N:87]=[C:88]([C:91]4[CH:96]=[CH:95][C:94]([Cl:97])=[CH:93][CH:92]=4)[S:89][CH:90]=3)[C:72]=2[C:98]#[N:99])=[CH:69][CH:70]=1)=[O:60])[CH2:55][CH:56]([CH3:57])[CH3:58])=[O:13])[CH3:10])=[O:7])([CH3:2])([CH3:3])[CH3:4], predict the reactants needed to synthesize it. The reactants are: [C:1]([O:5][C:6]([NH:8][C@H:9]([C:11]([OH:13])=O)[CH3:10])=[O:7])([CH3:4])([CH3:3])[CH3:2].Cl.CN(C)CCCN=C=NCC.O.ON1C2C=CC=CC=2N=N1.C(N(CC)C(C)C)(C)C.FC(F)(F)C(O)=O.[NH2:53][C@H:54]([C:59]([O:61][CH2:62][CH2:63][O:64][C:65]1[CH:70]=[CH:69][C:68]([C:71]2[C:76]([C:77]#[N:78])=[C:75]([N:79]3[CH2:83][CH2:82][CH2:81][CH2:80]3)[N:74]=[C:73]([S:84][CH2:85][C:86]3[N:87]=[C:88]([C:91]4[CH:96]=[CH:95][C:94]([Cl:97])=[CH:93][CH:92]=4)[S:89][CH:90]=3)[C:72]=2[C:98]#[N:99])=[CH:67][CH:66]=1)=[O:60])[CH2:55][CH:56]([CH3:58])[CH3:57].